This data is from CYP2D6 inhibition data for predicting drug metabolism from PubChem BioAssay. The task is: Regression/Classification. Given a drug SMILES string, predict its absorption, distribution, metabolism, or excretion properties. Task type varies by dataset: regression for continuous measurements (e.g., permeability, clearance, half-life) or binary classification for categorical outcomes (e.g., BBB penetration, CYP inhibition). Dataset: cyp2d6_veith. (1) The drug is COC(=O)[C@H](Cc1ccccc1)NC(=O)N1CCN(Cc2ccccc2)CC1. The result is 1 (inhibitor). (2) The drug is Cc1cccc(C)c1NC(=O)C(c1ccc(Cl)cc1Cl)N1CCCCC1. The result is 1 (inhibitor). (3) The molecule is c1csc(CNc2ccnc(-c3ccc4c(c3)OCO4)n2)c1. The result is 1 (inhibitor). (4) The compound is Cc1cccc(C)c1NC(=O)c1cc2c(=O)c3ccccc3oc2nc1C(F)(F)F. The result is 0 (non-inhibitor).